From a dataset of Full USPTO retrosynthesis dataset with 1.9M reactions from patents (1976-2016). Predict the reactants needed to synthesize the given product. (1) Given the product [C@H:14]1([NH:13][C:2]2[CH:11]=[CH:10][C:9]3[C:4](=[CH:5][CH:6]=[C:7]([O:12][CH2:25][C:26]4[CH:27]=[N:28][CH:29]=[CH:30][CH:31]=4)[CH:8]=3)[N:3]=2)[C:22]2[C:17](=[CH:18][CH:19]=[CH:20][CH:21]=2)[CH2:16][CH2:15]1, predict the reactants needed to synthesize it. The reactants are: Cl[C:2]1[CH:11]=[CH:10][C:9]2[C:4](=[CH:5][CH:6]=[C:7]([OH:12])[CH:8]=2)[N:3]=1.[NH2:13][C@H:14]1[C:22]2[C:17](=[CH:18][CH:19]=[CH:20][CH:21]=2)[CH2:16][CH2:15]1.Br.Br[CH2:25][C:26]1[CH:27]=[N:28][CH:29]=[CH:30][CH:31]=1. (2) Given the product [OH:1][CH2:2][C@H:3]1[N:8]([CH3:20])[CH2:7][CH2:6][N:5]([C:9]2[NH:10][C:11](=[O:19])[C:12]3[C:17]([CH:18]=2)=[CH:16][CH:15]=[CH:14][CH:13]=3)[CH2:4]1, predict the reactants needed to synthesize it. The reactants are: [OH:1][CH2:2][C@H:3]1[NH:8][CH2:7][CH2:6][N:5]([C:9]2[NH:10][C:11](=[O:19])[C:12]3[C:17]([CH:18]=2)=[CH:16][CH:15]=[CH:14][CH:13]=3)[CH2:4]1.[C:20]([BH3-])#N.[Na+].C(O)(=O)C. (3) The reactants are: [CH3:1][C:2]1[C:11]2[C:10]([NH2:12])=[CH:9][CH:8]=[CH:7][C:6]=2[CH:5]=[N:4][CH:3]=1.[F:13][C:14]([F:26])([F:25])[C:15]1[CH:24]=[CH:23][C:18]([CH2:19][N:20]=[C:21]=[O:22])=[CH:17][CH:16]=1. Given the product [CH3:1][C:2]1[C:11]2[C:6](=[CH:7][CH:8]=[CH:9][C:10]=2[NH:12][C:21]([NH:20][CH2:19][C:18]2[CH:17]=[CH:16][C:15]([C:14]([F:13])([F:26])[F:25])=[CH:24][CH:23]=2)=[O:22])[CH:5]=[N:4][CH:3]=1, predict the reactants needed to synthesize it. (4) The reactants are: I[C:2]1[S:3][C:4]2[CH:10]=[C:9]([O:11][CH3:12])[CH:8]=[CH:7][C:5]=2[N:6]=1.[C:13]([C:15]1[CH:22]=[CH:21][C:18]([NH:19][CH3:20])=[C:17]([N+:23]([O-:25])=[O:24])[CH:16]=1)#[CH:14]. Given the product [CH3:12][O:11][C:9]1[CH:8]=[CH:7][C:5]2[N:6]=[C:2]([C:14]#[C:13][C:15]3[CH:22]=[CH:21][C:18]([NH:19][CH3:20])=[C:17]([N+:23]([O-:25])=[O:24])[CH:16]=3)[S:3][C:4]=2[CH:10]=1, predict the reactants needed to synthesize it. (5) Given the product [Br:14][C:11]1[CH:12]=[CH:13][C:8]([C:27]2[C:21]3[O:20][C:19]4[CH:18]=[CH:17][CH:16]=[CH:15][C:23]=4[C:22]=3[CH:24]=[CH:25][CH:26]=2)=[CH:9][CH:10]=1, predict the reactants needed to synthesize it. The reactants are: C(=O)([O-])[O-].[Na+].[Na+].I[C:8]1[CH:13]=[CH:12][C:11]([Br:14])=[CH:10][CH:9]=1.[CH:15]1[C:23]2[C:22]3[CH:24]=[CH:25][CH:26]=[CH:27][C:21]=3[O:20][C:19]=2[C:18](B(O)O)=[CH:17][CH:16]=1. (6) Given the product [F:38][C:27]([F:26])([F:39])[S:28]([C:31]1[CH:32]=[C:33]([NH:37][C:12]([C:11]2[CH:10]=[N:9][N:8]3[C:3]([CH:2]([F:1])[F:25])=[CH:4][C:5]([C:15]4[CH:16]=[CH:17][C:18]([C:21]([F:24])([F:22])[F:23])=[CH:19][CH:20]=4)=[N:6][C:7]=23)=[O:14])[CH:34]=[CH:35][CH:36]=1)(=[O:29])=[O:30], predict the reactants needed to synthesize it. The reactants are: [F:1][CH:2]([F:25])[C:3]1[N:8]2[N:9]=[CH:10][C:11]([C:12]([OH:14])=O)=[C:7]2[N:6]=[C:5]([C:15]2[CH:20]=[CH:19][C:18]([C:21]([F:24])([F:23])[F:22])=[CH:17][CH:16]=2)[CH:4]=1.[F:26][C:27]([F:39])([F:38])[S:28]([C:31]1[CH:32]=[C:33]([NH2:37])[CH:34]=[CH:35][CH:36]=1)(=[O:30])=[O:29]. (7) Given the product [CH2:15]([O:22][C:23]([C:25]1([C:56](=[O:57])[NH:8][C:9]2[CH:14]=[CH:13][CH:12]=[CH:11][N:10]=2)[CH2:26][CH2:27][N:28]([CH2:31][C:32]2[CH:37]=[CH:36][C:35]([C:38]3[N:42]=[C:41]([C:43]4[CH:48]=[CH:47][C:46]([C:49]5[CH:50]=[CH:51][CH:52]=[CH:53][CH:54]=5)=[C:45]([F:55])[CH:44]=4)[O:40][N:39]=3)=[CH:34][CH:33]=2)[CH2:29][CH2:30]1)=[O:24])[C:16]1[CH:17]=[CH:18][CH:19]=[CH:20][CH:21]=1, predict the reactants needed to synthesize it. The reactants are: C(N(CC)CC)C.[NH2:8][C:9]1[CH:14]=[CH:13][CH:12]=[CH:11][N:10]=1.[CH2:15]([O:22][C:23]([C:25]1([C:56](Cl)=[O:57])[CH2:30][CH2:29][N:28]([CH2:31][C:32]2[CH:37]=[CH:36][C:35]([C:38]3[N:42]=[C:41]([C:43]4[CH:48]=[CH:47][C:46]([C:49]5[CH:54]=[CH:53][CH:52]=[CH:51][CH:50]=5)=[C:45]([F:55])[CH:44]=4)[O:40][N:39]=3)=[CH:34][CH:33]=2)[CH2:27][CH2:26]1)=[O:24])[C:16]1[CH:21]=[CH:20][CH:19]=[CH:18][CH:17]=1.O. (8) Given the product [CH:1]1([CH2:7][O:8][C:9]2[C:10]3[N:11]([C:15]([C:19]([NH:25][CH:22]4[CH2:24][CH2:23]4)=[O:21])=[C:16]([CH3:18])[N:17]=3)[CH:12]=[CH:13][CH:14]=2)[CH2:2][CH2:3][CH2:4][CH2:5][CH2:6]1, predict the reactants needed to synthesize it. The reactants are: [CH:1]1([CH2:7][O:8][C:9]2[C:10]3[N:11]([C:15]([C:19]([OH:21])=O)=[C:16]([CH3:18])[N:17]=3)[CH:12]=[CH:13][CH:14]=2)[CH2:6][CH2:5][CH2:4][CH2:3][CH2:2]1.[CH:22]1([NH2:25])[CH2:24][CH2:23]1.ON1C2C=CC=CC=2N=N1.C(N(C(C)C)CC)(C)C.N=C=N.C([NH+](CC)CC)C.C(=O)([O-])[O-].[N-]=C=O. (9) Given the product [C:1]([O:5][C:6]([N:8]1[CH2:12][CH:11]([O:13][C:14]2[C:23]3[C:18](=[CH:19][C:20]([O:24][CH3:25])=[CH:21][CH:22]=3)[N:17]=[C:16]([C:26]3[N:27]=[C:28]([NH:31][CH:32]([CH3:33])[CH3:34])[S:29][CH:30]=3)[CH:15]=2)[CH2:10][CH:9]1[C:35](=[O:37])[NH:48][C:43]1([C:41]([O:40][CH2:38][CH3:39])=[O:42])[CH2:45][CH:44]1[CH:46]=[CH2:47])=[O:7])([CH3:4])([CH3:2])[CH3:3], predict the reactants needed to synthesize it. The reactants are: [C:1]([O:5][C:6]([N:8]1[CH2:12][CH:11]([O:13][C:14]2[C:23]3[C:18](=[CH:19][C:20]([O:24][CH3:25])=[CH:21][CH:22]=3)[N:17]=[C:16]([C:26]3[N:27]=[C:28]([NH:31][CH:32]([CH3:34])[CH3:33])[S:29][CH:30]=3)[CH:15]=2)[CH2:10][CH:9]1[C:35]([OH:37])=O)=[O:7])([CH3:4])([CH3:3])[CH3:2].[CH2:38]([O:40][C:41]([C:43]1([NH2:48])[CH2:45][CH:44]1[CH:46]=[CH2:47])=[O:42])[CH3:39]. (10) Given the product [F:1][C:2]1[C:3]([N:10]2[N:14]=[CH:13][CH:12]=[N:11]2)=[C:4]([CH:7]=[CH:8][CH:9]=1)[C:5]([OH:19])=[O:15], predict the reactants needed to synthesize it. The reactants are: [F:1][C:2]1[C:3]([N:10]2[N:14]=[CH:13][CH:12]=[N:11]2)=[C:4]([CH:7]=[CH:8][CH:9]=1)[C:5]#N.[OH-:15].[Na+].Cl.C[OH:19].